This data is from Forward reaction prediction with 1.9M reactions from USPTO patents (1976-2016). The task is: Predict the product of the given reaction. (1) Given the reactants C([O:5][N:6](CCC1C=CC=CC=1)[C:7]([C:9]1[CH:14]=[CH:13][C:12]([C:15]2[CH:20]=[CH:19][CH:18]=[C:17]([CH:21]([CH3:23])[CH3:22])[CH:16]=2)=[CH:11][N:10]=1)=[O:8])(C)(C)C, predict the reaction product. The product is: [OH:5][NH:6][C:7]([C:9]1[CH:14]=[CH:13][C:12]([C:15]2[CH:20]=[CH:19][CH:18]=[C:17]([CH:21]([CH3:23])[CH3:22])[CH:16]=2)=[CH:11][N:10]=1)=[O:8]. (2) Given the reactants [CH3:1][N:2]([CH3:47])[CH2:3][CH2:4][N:5]1[CH:9]=[C:8]([C:10]2[C:18]3[C:17]([NH:19][C@H:20]([C:22]4[N:27]([C:28]5[CH:33]=[CH:32][CH:31]=[CH:30][CH:29]=5)[C:26](=[O:34])[C:25]5=[C:35]([CH3:38])[CH:36]=[CH:37][N:24]5[N:23]=4)[CH3:21])=[N:16][CH:15]=[N:14][C:13]=3[N:12](COCC[Si](C)(C)C)[CH:11]=2)[CH:7]=[N:6]1.FC(F)(F)C(O)=O.N, predict the reaction product. The product is: [CH3:47][N:2]([CH3:1])[CH2:3][CH2:4][N:5]1[CH:9]=[C:8]([C:10]2[C:18]3[C:17]([NH:19][C@H:20]([C:22]4[N:27]([C:28]5[CH:29]=[CH:30][CH:31]=[CH:32][CH:33]=5)[C:26](=[O:34])[C:25]5=[C:35]([CH3:38])[CH:36]=[CH:37][N:24]5[N:23]=4)[CH3:21])=[N:16][CH:15]=[N:14][C:13]=3[NH:12][CH:11]=2)[CH:7]=[N:6]1.